From a dataset of Catalyst prediction with 721,799 reactions and 888 catalyst types from USPTO. Predict which catalyst facilitates the given reaction. (1) Reactant: [Cl:1][C:2]1[C:3]2[CH:13]=[CH:12][C:11](=[O:14])[N:10]([C:15]3[C:20]([F:21])=[CH:19][CH:18]=[CH:17][C:16]=3[F:22])[C:4]=2[N:5]=[C:6]([S:8][CH3:9])[N:7]=1.C1C=C(Cl)C=C(C(OO)=[O:31])C=1.CCCCCC.C(OCC)(=O)C. Product: [Cl:1][C:2]1[C:3]2[CH:13]=[CH:12][C:11](=[O:14])[N:10]([C:15]3[C:16]([F:22])=[CH:17][CH:18]=[CH:19][C:20]=3[F:21])[C:4]=2[N:5]=[C:6]([S:8]([CH3:9])=[O:31])[N:7]=1. The catalyst class is: 4. (2) Reactant: C1CN([P+](ON2N=NC3C=CC=CC2=3)(N2CCCC2)N2CCCC2)CC1.F[P-](F)(F)(F)(F)F.[C:34]([O:38][C:39]([NH:41][C:42]1[S:46][C:45]([C:47]2[C:52]([F:53])=[CH:51][CH:50]=[CH:49][C:48]=2[F:54])=[N:44][C:43]=1[C:55]([OH:57])=O)=[O:40])([CH3:37])([CH3:36])[CH3:35].FC1C(N)CCCN(C2NN=CC=2[N+]([O-])=O)C1.[NH2:75][C:76]1[CH:77]=[N:78][N:79]([CH2:96][CH:97]([F:99])[F:98])[C:80]=1[N:81]1[CH2:87][CH2:86][CH:85]([F:88])[CH:84]([NH:89][C:90](=[O:95])[C:91]([F:94])([F:93])[F:92])[CH2:83][CH2:82]1.CCN(C(C)C)C(C)C. Product: [F:99][CH:97]([F:98])[CH2:96][N:79]1[C:80]([N:81]2[CH2:82][CH2:83][CH:84]([NH:89][C:90](=[O:95])[C:91]([F:94])([F:93])[F:92])[CH:85]([F:88])[CH2:86][CH2:87]2)=[C:76]([NH:75][C:55]([C:43]2[N:44]=[C:45]([C:47]3[C:52]([F:53])=[CH:51][CH:50]=[CH:49][C:48]=3[F:54])[S:46][C:42]=2[NH:41][C:39](=[O:40])[O:38][C:34]([CH3:35])([CH3:37])[CH3:36])=[O:57])[CH:77]=[N:78]1. The catalyst class is: 2. (3) Reactant: [F:1][C:2]1[C:11]([F:12])=[C:10]2[C:5]([CH2:6][CH2:7][CH:8]([CH2:13][CH2:14][CH3:15])[CH2:9]2)=[CH:4][CH:3]=1.[Li]CCCC.[I:21]I.Cl. Product: [F:1][C:2]1[C:11]([F:12])=[C:10]2[C:5]([CH2:6][CH2:7][CH:8]([CH2:13][CH2:14][CH3:15])[CH2:9]2)=[CH:4][C:3]=1[I:21]. The catalyst class is: 1. (4) Reactant: [Cl:1][C:2]1[CH:7]=[CH:6][CH:5]=[C:4]([Cl:8])[C:3]=1[N:9]1[CH:20]=[C:19]([CH:21]=O)[C:12]2[N:13]=[C:14]([S:17][CH3:18])[N:15]=[CH:16][C:11]=2[C:10]1=[O:23].[NH2:24][C:25]1[CH:30]=[CH:29][CH:28]=[CH:27][C:26]=1[NH2:31]. Product: [NH:24]1[C:25]2[CH:30]=[CH:29][CH:28]=[CH:27][C:26]=2[N:31]=[C:21]1[C:19]1[C:12]2[N:13]=[C:14]([S:17][CH3:18])[N:15]=[CH:16][C:11]=2[C:10](=[O:23])[N:9]([C:3]2[C:2]([Cl:1])=[CH:7][CH:6]=[CH:5][C:4]=2[Cl:8])[CH:20]=1. The catalyst class is: 26.